This data is from Catalyst prediction with 721,799 reactions and 888 catalyst types from USPTO. The task is: Predict which catalyst facilitates the given reaction. (1) Reactant: [N:1]1[C:10]2[C:5](=[CH:6][CH:7]=[CH:8][CH:9]=2)[CH:4]=[CH:3][C:2]=1[N:11]1[CH2:14][CH:13]([C:15]2[C:16]([C:21]3[CH2:26][CH2:25][N:24](C(OC(C)(C)C)=O)[CH2:23][CH:22]=3)=[N:17][CH:18]=[CH:19][N:20]=2)[CH2:12]1.C(O)(C(F)(F)F)=O. Product: [NH:24]1[CH2:23][CH:22]=[C:21]([C:16]2[C:15]([CH:13]3[CH2:12][N:11]([C:2]4[CH:3]=[CH:4][C:5]5[C:10](=[CH:9][CH:8]=[CH:7][CH:6]=5)[N:1]=4)[CH2:14]3)=[N:20][CH:19]=[CH:18][N:17]=2)[CH2:26][CH2:25]1. The catalyst class is: 2. (2) Reactant: [CH2:1]([O:3][C:4]([CH2:6][N:7]1[C:15]2[N:14]=[C:13]([N:16]3[CH2:21][CH2:20][N:19]([C:22]([O:24][C:25]([CH3:28])([CH3:27])[CH3:26])=[O:23])[CH2:18][CH2:17]3)[N:12]([C:29]3[CH:34]=[CH:33][CH:32]=[CH:31][C:30]=3[CH:35]=[CH2:36])[C:11]=2[C:10](=[O:37])[NH:9][C:8]1=[O:38])=[O:5])[CH3:2].CI.[C:41](=O)([O-])[O-].[K+].[K+]. Product: [CH2:1]([O:3][C:4]([CH2:6][N:7]1[C:15]2[N:14]=[C:13]([N:16]3[CH2:17][CH2:18][N:19]([C:22]([O:24][C:25]([CH3:28])([CH3:27])[CH3:26])=[O:23])[CH2:20][CH2:21]3)[N:12]([C:29]3[CH:34]=[CH:33][CH:32]=[CH:31][C:30]=3[CH:35]=[CH2:36])[C:11]=2[C:10](=[O:37])[N:9]([CH3:41])[C:8]1=[O:38])=[O:5])[CH3:2]. The catalyst class is: 42. (3) Reactant: [CH3:1][CH:2]([CH2:7][C:8]1[CH:13]=[CH:12][C:11]([O:14][CH2:15][C:16]2[CH:21]=[CH:20][C:19]([O:22][CH2:23][C:24]3[CH:33]=[CH:32][C:31]4[C:26](=[CH:27][CH:28]=[CH:29][CH:30]=4)[N:25]=3)=[CH:18][CH:17]=2)=[CH:10][CH:9]=1)[CH2:3][CH2:4][C:5]#[N:6].[N-:34]=[N+:35]=[N-:36].[Na+].[Cl-].[NH4+].C(Cl)(Cl)Cl. Product: [CH3:1][CH:2]([CH2:7][C:8]1[CH:9]=[CH:10][C:11]([O:14][CH2:15][C:16]2[CH:21]=[CH:20][C:19]([O:22][CH2:23][C:24]3[CH:33]=[CH:32][C:31]4[C:26](=[CH:27][CH:28]=[CH:29][CH:30]=4)[N:25]=3)=[CH:18][CH:17]=2)=[CH:12][CH:13]=1)[CH2:3][CH2:4][C:5]1[NH:36][N:35]=[N:34][N:6]=1. The catalyst class is: 9. (4) Reactant: [CH3:1][C:2]1[CH:7]=[C:6]([OH:8])[CH:5]=[C:4]2[CH2:9][CH2:10][C@:11]([CH2:14][CH2:15][CH2:16][C@@H:17]([CH2:19][CH2:20][CH2:21][C@@H:22]([CH2:24][CH2:25][CH2:26][CH:27]([CH3:29])[CH3:28])[CH3:23])[CH3:18])([CH3:13])[O:12][C:3]=12.[CH2:30]1[CH2:34][C:33]2([CH2:41][C:39](=[O:40])[O:38][C:36](=[O:37])[CH2:35]2)[CH2:32][CH2:31]1.C(=O)([O-])[O-:43].[Cs+].[Cs+].CN(C)C=O. Product: [CH3:1][C:2]1[CH:7]=[C:6]([OH:8])[CH:5]=[C:4]2[CH2:9][CH2:10][C@:11]([CH2:14][CH2:15][CH2:16][C@@H:17]([CH2:19][CH2:20][CH2:21][C@@H:22]([CH2:24][CH2:25][CH2:26][CH:27]([CH3:29])[CH3:28])[CH3:23])[CH3:18])([CH3:13])[O:12][C:3]=12.[CH2:30]1[CH2:34][C:33]([CH2:41][C:39]([OH:38])=[O:40])([CH2:35][C:36]([OH:43])=[O:37])[CH2:32][CH2:31]1. The catalyst class is: 13. (5) Reactant: [CH2:1]([N:4]1[C:12]2[CH:11]=[CH:10][C:9]([N:13]([CH3:23])[S:14]([C:17]3[CH:22]=[CH:21][CH:20]=[CH:19][CH:18]=3)(=[O:16])=[O:15])=[CH:8][C:7]=2[CH:6]2[CH2:24][N:25]([CH:28]3[CH2:32][CH2:31][CH2:30][CH2:29]3)[CH2:26][CH2:27][CH:5]12)[CH:2]=[CH2:3].[O:33]1CCC(=O)CC1.C(O[BH-](OC(=O)C)OC(=O)C)(=O)C.[Na+]. Product: [CH2:1]([N:4]1[C:12]2[CH:11]=[CH:10][C:9]([N:13]([CH3:23])[S:14]([C:17]3[CH:22]=[CH:21][CH:20]=[CH:19][CH:18]=3)(=[O:16])=[O:15])=[CH:8][C:7]=2[CH:6]2[CH2:24][N:25]([CH:28]3[CH2:32][CH2:31][O:33][CH2:30][CH2:29]3)[CH2:26][CH2:27][CH:5]12)[CH:2]=[CH2:3]. The catalyst class is: 4. (6) Product: [CH3:1][O:2][C:3]1[CH:10]=[CH:9][C:6]([CH:7]2[C:12]3[NH:11][C:19]4[C:14]([C:13]=3[CH2:20][CH2:21][NH:22]2)=[CH:15][CH:16]=[CH:17][CH:18]=4)=[CH:5][CH:4]=1. Reactant: [CH3:1][O:2][C:3]1[CH:10]=[CH:9][C:6]([CH:7]=O)=[CH:5][CH:4]=1.[NH:11]1[C:19]2[C:14](=[CH:15][CH:16]=[CH:17][CH:18]=2)[C:13]([CH2:20][CH2:21][NH2:22])=[CH:12]1.FC(F)(F)C(O)=O. The catalyst class is: 4.